This data is from Full USPTO retrosynthesis dataset with 1.9M reactions from patents (1976-2016). The task is: Predict the reactants needed to synthesize the given product. (1) Given the product [CH3:1][N:2]1[C@@H:19]2[CH2:20][C:7]3[CH:8]=[CH:9][C:10]([O:22][CH3:23])=[C:11]4[O:12][C@H:13]5[C:14]([CH2:16][CH2:17][C@:18]2([OH:21])[C@:5]5([C:6]=34)[CH2:4][CH2:3]1)=[O:15].[ClH:25], predict the reactants needed to synthesize it. The reactants are: [CH3:1][N:2]1[C@@H:19]2[CH2:20][C:7]3[CH:8]=[CH:9][C:10]([O:22][CH3:23])=[C:11]4[O:12][C@H:13]5[C:14]([CH2:16][CH2:17][C@:18]2([OH:21])[C@:5]5([C:6]=34)[CH2:4][CH2:3]1)=[O:15].O.[ClH:25].C(O)C. (2) Given the product [CH2:1]([O:8][C:9]1[N:10]=[N:11][C:12]([SH:18])=[CH:13][CH:14]=1)[C:2]1[CH:7]=[CH:6][CH:5]=[CH:4][CH:3]=1, predict the reactants needed to synthesize it. The reactants are: [CH2:1]([O:8][C:9]1[N:10]=[N:11][C:12](Cl)=[CH:13][CH:14]=1)[C:2]1[CH:7]=[CH:6][CH:5]=[CH:4][CH:3]=1.NC(N)=[S:18]. (3) Given the product [Cl:16][C:17]1[CH:25]=[CH:24][C:20]([C@@H:21]([NH:23][C:10]([C@H:9]2[CH2:13][CH2:14][CH2:15][N:8]2[C:1]([O:3][C:4]([CH3:5])([CH3:6])[CH3:7])=[O:2])=[O:12])[CH3:22])=[CH:19][CH:18]=1, predict the reactants needed to synthesize it. The reactants are: [C:1]([N:8]1[CH2:15][CH2:14][CH2:13][C@@H:9]1[C:10]([OH:12])=O)([O:3][C:4]([CH3:7])([CH3:6])[CH3:5])=[O:2].[Cl:16][C:17]1[CH:25]=[CH:24][C:20]([C@@H:21]([NH2:23])[CH3:22])=[CH:19][CH:18]=1.CN(C(ON1N=NC2C=CC=CC1=2)=[N+](C)C)C.F[P-](F)(F)(F)(F)F.CCN(C(C)C)C(C)C. (4) Given the product [F:42][CH:9]([F:8])[N:10]1[C:14]2[C:15]([O:33][C@@H:34]([C@H:36]3[CH2:40][NH:39][C:38](=[O:41])[CH2:37]3)[CH3:35])=[N:16][C:17]([C:19]3[CH:24]=[CH:23][C:22]([N:25]4[CH2:30][CH2:29][N:28]([CH:54]5[CH2:55][O:52][CH2:53]5)[CH2:27][CH2:26]4)=[C:21]([O:31][CH3:32])[CH:20]=3)=[CH:18][C:13]=2[N:12]=[CH:11]1, predict the reactants needed to synthesize it. The reactants are: C(O)(C(F)(F)F)=O.[F:8][CH:9]([F:42])[N:10]1[C:14]2[C:15]([O:33][C@@H:34]([C@H:36]3[CH2:40][NH:39][C:38](=[O:41])[CH2:37]3)[CH3:35])=[N:16][C:17]([C:19]3[CH:24]=[CH:23][C:22]([N:25]4[CH2:30][CH2:29][NH:28][CH2:27][CH2:26]4)=[C:21]([O:31][CH3:32])[CH:20]=3)=[CH:18][C:13]=2[N:12]=[CH:11]1.CCN(C(C)C)C(C)C.[O:52]1[CH2:55][C:54](=O)[CH2:53]1.C(O[BH-](OC(=O)C)OC(=O)C)(=O)C.[Na+]. (5) Given the product [Cl:36][C:7]1[CH:6]=[C:5]([CH2:4][C:3]([OH:37])=[O:2])[CH:10]=[CH:9][C:8]=1[C:11]1[C:15]([C:16](=[O:29])[NH:17][CH2:18][CH2:19][O:20][C:21]2[CH:26]=[CH:25][C:24]([Cl:27])=[CH:23][C:22]=2[Cl:28])=[C:14]([C:30]2[CH:31]=[CH:32][CH:33]=[CH:34][CH:35]=2)[O:13][N:12]=1, predict the reactants needed to synthesize it. The reactants are: C[O:2][C:3](=[O:37])[CH2:4][C:5]1[CH:10]=[CH:9][C:8]([C:11]2[C:15]([C:16](=[O:29])[NH:17][CH2:18][CH2:19][O:20][C:21]3[CH:26]=[CH:25][C:24]([Cl:27])=[CH:23][C:22]=3[Cl:28])=[C:14]([C:30]3[CH:35]=[CH:34][CH:33]=[CH:32][CH:31]=3)[O:13][N:12]=2)=[C:7]([Cl:36])[CH:6]=1.[Li+].[OH-].Cl.C(Cl)Cl. (6) Given the product [S:17]1[CH:21]=[CH:20][CH:19]=[C:18]1[C:22]1[O:11][C:9]([CH2:8][N:6]2[C:5]3[CH2:12][CH2:13][CH2:14][C:4]=3[C:3]([C:2]([F:1])([F:16])[F:15])=[N:7]2)=[N:25][N:24]=1, predict the reactants needed to synthesize it. The reactants are: [F:1][C:2]([F:16])([F:15])[C:3]1[C:4]2[CH2:14][CH2:13][CH2:12][C:5]=2[N:6]([CH2:8][C:9]([OH:11])=O)[N:7]=1.[S:17]1[CH:21]=[CH:20][CH:19]=[C:18]1[C:22]([NH:24][NH2:25])=O. (7) Given the product [OH:17][CH2:16][CH2:15][N:14]([CH3:13])[C:2]1[CH:9]=[CH:8][C:5]([CH:6]=[O:7])=[C:4]([N+:10]([O-:12])=[O:11])[CH:3]=1, predict the reactants needed to synthesize it. The reactants are: F[C:2]1[CH:9]=[CH:8][C:5]([CH:6]=[O:7])=[C:4]([N+:10]([O-:12])=[O:11])[CH:3]=1.[CH3:13][NH:14][CH2:15][CH2:16][OH:17].O. (8) Given the product [CH3:33][O:34][C:35]1[N:40]=[C:39]([CH3:41])[C:38]([C:2]2[CH:3]=[CH:4][C:5]3[C:6]4[N:26]([CH:27]5[CH2:28][CH2:29][O:30][CH2:31][CH2:32]5)[N:25]=[CH:24][C:7]=4[C:8](=[O:23])[NH:9][C:10]=3[CH:11]=2)=[C:37]([CH3:45])[CH:36]=1, predict the reactants needed to synthesize it. The reactants are: Br[C:2]1[CH:3]=[CH:4][C:5]2[C:6]3[N:26]([CH:27]4[CH2:32][CH2:31][O:30][CH2:29][CH2:28]4)[N:25]=[CH:24][C:7]=3[C:8](=[O:23])[N:9](CC3C=CC(OC)=CC=3OC)[C:10]=2[CH:11]=1.[CH3:33][O:34][C:35]1[N:40]=[C:39]([CH3:41])[C:38](B(O)O)=[C:37]([CH3:45])[CH:36]=1.C(=O)([O-])[O-].[Cs+].[Cs+].O. (9) Given the product [C:39]([C:43]1[CH:44]=[CH:45][C:46]([C:47]([NH:37][C@H:19]([C:20]2[N:21]([CH2:33][CH2:34][CH2:35][CH3:36])[CH:22]=[C:23]([C:25]3[CH:30]=[CH:29][C:28]([Cl:31])=[CH:27][C:26]=3[Cl:32])[N:24]=2)[CH2:18][C:15]2[CH:14]=[CH:13][C:12]([O:11][C:8]3[CH:9]=[CH:10][C:5]([C:4]([OH:38])=[O:3])=[CH:6][CH:7]=3)=[CH:17][CH:16]=2)=[O:49])=[CH:50][CH:51]=1)([CH3:40])([CH3:41])[CH3:42], predict the reactants needed to synthesize it. The reactants are: Cl.C[O:3][C:4](=[O:38])[C:5]1[CH:10]=[CH:9][C:8]([O:11][C:12]2[CH:17]=[CH:16][C:15]([CH2:18][C@H:19]([NH2:37])[C:20]3[N:21]([CH2:33][CH2:34][CH2:35][CH3:36])[CH:22]=[C:23]([C:25]4[CH:30]=[CH:29][C:28]([Cl:31])=[CH:27][C:26]=4[Cl:32])[N:24]=3)=[CH:14][CH:13]=2)=[CH:7][CH:6]=1.[C:39]([C:43]1[CH:51]=[CH:50][C:46]([C:47]([OH:49])=O)=[CH:45][CH:44]=1)([CH3:42])([CH3:41])[CH3:40]. (10) Given the product [C:1]1([CH3:18])[CH:2]=[CH:3][C:4]([S:7]([C:10]([S:11]([C:14]([F:16])([F:17])[F:15])(=[O:13])=[O:12])=[N+:29]=[N-:30])(=[O:9])=[O:8])=[CH:5][CH:6]=1, predict the reactants needed to synthesize it. The reactants are: [C:1]1([CH3:18])[CH:6]=[CH:5][C:4]([S:7]([CH2:10][S:11]([C:14]([F:17])([F:16])[F:15])(=[O:13])=[O:12])(=[O:9])=[O:8])=[CH:3][CH:2]=1.S([N:29]=[N+:30]=[N-])(C1C=CC(C)=CC=1)(=O)=O.C(N(CC)CC)C.O.